Dataset: Catalyst prediction with 721,799 reactions and 888 catalyst types from USPTO. Task: Predict which catalyst facilitates the given reaction. (1) Reactant: [H-].[Na+].C1COCC1.[N:8]1([CH2:14][CH2:15][CH2:16][OH:17])[CH2:13][CH2:12][O:11][CH2:10][CH2:9]1.[CH2:18]([C:20]1[N:21]=[N+:22]([O-:31])[C:23]2[CH:29]=[CH:28][C:27](F)=[CH:26][C:24]=2[N:25]=1)[CH3:19]. Product: [CH2:18]([C:20]1[N:21]=[N+:22]([O-:31])[C:23]2[CH:29]=[CH:28][C:27]([O:17][CH2:16][CH2:15][CH2:14][N:8]3[CH2:13][CH2:12][O:11][CH2:10][CH2:9]3)=[CH:26][C:24]=2[N:25]=1)[CH3:19]. The catalyst class is: 6. (2) Reactant: [CH3:1][O:2][CH2:3][CH2:4][C:5]1[C:9]([CH3:10])=[CH:8][N:7](S(N(C)C)(=O)=O)[N:6]=1.Cl.C([O-])(O)=O.[Na+]. Product: [CH3:1][O:2][CH2:3][CH2:4][C:5]1[C:9]([CH3:10])=[CH:8][NH:7][N:6]=1. The catalyst class is: 12. (3) Reactant: COC(=O)[C:4]1[CH:9]=[CH:8][CH:7]=[C:6]([CH2:10][O:11][C:12]2[CH:17]=[CH:16][C:15]([C:18]3[CH:23]=[C:22]([F:24])[C:21]([F:25])=[CH:20][C:19]=3[Cl:26])=[CH:14][CH:13]=2)[C:5]=1[NH:27][N:28]([C:35](OC(C)(C)C)=[O:36])[C:29]1[CH:30]=[N:31][CH:32]=[CH:33][CH:34]=1.Cl. Product: [F:25][C:21]1[C:22]([F:24])=[CH:23][C:18]([C:15]2[CH:16]=[CH:17][C:12]([O:11][CH2:10][C:6]3[CH:7]=[CH:8][CH:9]=[C:4]4[C:5]=3[NH:27][N:28]([C:29]3[CH:30]=[N:31][CH:32]=[CH:33][CH:34]=3)[C:35]4=[O:36])=[CH:13][CH:14]=2)=[C:19]([Cl:26])[CH:20]=1. The catalyst class is: 1. (4) Reactant: [C:1]([O:5][C:6]([N:8]([C:28]1[N:33]=[C:32]([C:34]([F:37])([F:36])[F:35])[CH:31]=[CH:30][N:29]=1)[C:9]1[CH:10]=[C:11]([C:16]2[S:20][C:19]([CH2:21][C@@H:22]([CH3:27])[C:23]([O:25][CH3:26])=[O:24])=[N:18][CH:17]=2)[CH:12]=[C:13]([CH3:15])[CH:14]=1)=[O:7])([CH3:4])([CH3:3])[CH3:2].CI.[Li+].[CH3:41][Si]([N-][Si](C)(C)C)(C)C. Product: [C:1]([O:5][C:6]([N:8]([C:28]1[N:33]=[C:32]([C:34]([F:35])([F:36])[F:37])[CH:31]=[CH:30][N:29]=1)[C:9]1[CH:10]=[C:11]([C:16]2[S:20][C:19]([CH2:21][C:22]([CH3:41])([CH3:27])[C:23]([O:25][CH3:26])=[O:24])=[N:18][CH:17]=2)[CH:12]=[C:13]([CH3:15])[CH:14]=1)=[O:7])([CH3:2])([CH3:3])[CH3:4]. The catalyst class is: 1. (5) Reactant: [NH2:1][C:2]1[N:10]=[C:9]([O:11][CH2:12][CH2:13][CH2:14][CH3:15])[N:8]=[C:7]2[C:3]=1[NH:4][C:5](=[O:42])[N:6]2[CH2:16][CH2:17][CH2:18][CH2:19][N:20]([CH2:35][CH2:36][N:37]1[CH2:41][CH2:40][CH2:39][CH2:38]1)[S:21]([C:24]1[CH:25]=[C:26]([CH2:30][C:31]([O:33]C)=[O:32])[CH:27]=[CH:28][CH:29]=1)(=[O:23])=[O:22].[OH-].[Li+].O1CCCC1. Product: [NH2:1][C:2]1[N:10]=[C:9]([O:11][CH2:12][CH2:13][CH2:14][CH3:15])[N:8]=[C:7]2[C:3]=1[NH:4][C:5](=[O:42])[N:6]2[CH2:16][CH2:17][CH2:18][CH2:19][N:20]([CH2:35][CH2:36][N:37]1[CH2:41][CH2:40][CH2:39][CH2:38]1)[S:21]([C:24]1[CH:25]=[C:26]([CH2:30][C:31]([OH:33])=[O:32])[CH:27]=[CH:28][CH:29]=1)(=[O:22])=[O:23]. The catalyst class is: 6. (6) Reactant: [C:1]1([C:16]2[NH:15][C:14]3[C:7](=[CH:8][CH:9]=[C:10]([CH:13]=3)[O:11]C)[C:6]=2[CH:5]=[CH:4][N:3]=1)[CH3:2].Br.C(O)(=O)C.C([O-])(O)=O.[Na+]. Product: [OH:11][C:10]1[CH:13]=[C:14]2[C:7]([C:6]3[CH:5]=[CH:4][N:3]=[C:1]([CH3:2])[C:16]=3[NH:15]2)=[CH:8][CH:9]=1. The catalyst class is: 283. (7) Reactant: O[C:2]1([CH3:25])[CH2:8][N:7]([C:9]([O:11][C:12]([CH3:15])([CH3:14])[CH3:13])=[O:10])[CH2:6][CH2:5][N:4]([C:16]2[N:20]([CH3:21])[N:19]=[CH:18][C:17]=2[N+:22]([O-:24])=[O:23])[CH2:3]1.COCCN(S(F)(F)[F:36])CCOC. Product: [F:36][C:2]1([CH3:25])[CH2:8][N:7]([C:9]([O:11][C:12]([CH3:15])([CH3:14])[CH3:13])=[O:10])[CH2:6][CH2:5][N:4]([C:16]2[N:20]([CH3:21])[N:19]=[CH:18][C:17]=2[N+:22]([O-:24])=[O:23])[CH2:3]1. The catalyst class is: 168.